From a dataset of Forward reaction prediction with 1.9M reactions from USPTO patents (1976-2016). Predict the product of the given reaction. (1) The product is: [Cl:1][C:2]1[C:7]([CH3:8])=[C:6]([NH:9][NH:10][C:11]([O:13][C:14]([CH3:17])([CH3:16])[CH3:15])=[O:12])[C:5]([N+:18]([O-:20])=[O:19])=[C:4]([N:43]([CH2:36][C:37]2[CH:42]=[CH:41][CH:40]=[CH:39][CH:38]=2)[CH2:44][C:45]2[CH:50]=[CH:49][CH:48]=[CH:47][CH:46]=2)[N:3]=1. Given the reactants [Cl:1][C:2]1[C:7]([CH3:8])=[C:6]([NH:9][NH:10][C:11]([O:13][C:14]([CH3:17])([CH3:16])[CH3:15])=[O:12])[C:5]([N+:18]([O-:20])=[O:19])=[C:4](OS(C(F)(F)F)(=O)=O)[N:3]=1.C(N(CC)CC)C.[CH2:36]([NH:43][CH2:44][C:45]1[CH:50]=[CH:49][CH:48]=[CH:47][CH:46]=1)[C:37]1[CH:42]=[CH:41][CH:40]=[CH:39][CH:38]=1, predict the reaction product. (2) The product is: [NH2:1][C:2]1[C:3]2[C:13]([O:14][CH2:15][C@@H:16]3[C@@H:20]([OH:21])[C@@H:19]([OH:22])[CH:18]([O:23][CH3:25])[O:17]3)=[CH:12][CH:11]=[CH:10][C:4]=2[NH:5][S:6](=[O:8])(=[O:9])[N:7]=1. Given the reactants [NH2:1][C:2]1[C:3]2[C:13]([O:14][CH2:15][C@@H:16]3[C@@H:20]([OH:21])[C@@H:19]([OH:22])[CH:18]([OH:23])[O:17]3)=[CH:12][CH:11]=[CH:10][C:4]=2[NH:5][S:6](=[O:9])(=[O:8])[N:7]=1.F[C:25](F)(F)C(O)=O, predict the reaction product. (3) Given the reactants F[C:2]1[CH:9]=[CH:8][C:7]([CH:10]=[O:11])=[CH:6][C:3]=1[C:4]#[N:5].[F:12][C:13]1[CH:20]=[CH:19][C:18]([OH:21])=[CH:17][C:14]=1[C:15]#[N:16], predict the reaction product. The product is: [C:15]([C:14]1[CH:17]=[C:18]([CH:19]=[CH:20][C:13]=1[F:12])[O:21][C:2]1[CH:9]=[CH:8][C:7]([CH:10]=[O:11])=[CH:6][C:3]=1[C:4]#[N:5])#[N:16]. (4) The product is: [F:2][C:3]1[CH:8]=[C:7]([F:9])[CH:6]=[CH:5][C:4]=1[N:10]1[C:14]([N:15]2[N:24]=[C:23]3[C:17]([CH2:18][CH2:19][O:20][C:21]4[CH:28]=[CH:27][C:26]([CH:29]5[CH2:34][CH2:33][N:32]([CH2:50][C:51]([CH3:54])([OH:52])[CH3:53])[CH2:31][CH2:30]5)=[CH:25][C:22]=43)=[CH:16]2)=[N:13][CH:12]=[N:11]1. Given the reactants Cl.[F:2][C:3]1[CH:8]=[C:7]([F:9])[CH:6]=[CH:5][C:4]=1[N:10]1[C:14]([N:15]2[N:24]=[C:23]3[C:17]([CH2:18][CH2:19][O:20][C:21]4[CH:28]=[CH:27][C:26]([CH:29]5[CH2:34][CH2:33][NH:32][CH2:31][CH2:30]5)=[CH:25][C:22]=43)=[CH:16]2)=[N:13][CH:12]=[N:11]1.Cl([O-])(=O)(=O)=O.[Li+].CCN(C(C)C)C(C)C.[CH3:50][C:51]1([CH3:54])[CH2:53][O:52]1, predict the reaction product. (5) Given the reactants [CH3:1][N:2]([CH3:23])[C:3]([CH2:5][CH2:6][CH2:7][CH:8]=[CH:9][C:10]1[CH:11]=[C:12]([CH:20]=[CH:21][CH:22]=1)[C:13]([NH:15][CH:16]([CH3:19])[CH2:17][OH:18])=[O:14])=[O:4].CN(C)C(CCCCCC1C=C(C=CC=1)C(NC(C)CO)=O)=O, predict the reaction product. The product is: [CH3:23][N:2]([CH3:1])[C:3]([CH2:5][CH2:6][CH2:7][C:8]#[C:9][C:10]1[CH:11]=[C:12]([CH:20]=[CH:21][CH:22]=1)[C:13]([NH:15][CH:16]([CH3:19])[CH2:17][OH:18])=[O:14])=[O:4].